From a dataset of HIV replication inhibition screening data with 41,000+ compounds from the AIDS Antiviral Screen. Binary Classification. Given a drug SMILES string, predict its activity (active/inactive) in a high-throughput screening assay against a specified biological target. (1) The molecule is N=C(N)NNC(=O)CCn1[nH]c(=O)c(Cl)c(Cl)c1=O. The result is 0 (inactive). (2) The molecule is COC(=O)Cc1c(-c2c(CC(=O)OC)c3ccccc3n2C2OC(COC3OC(COC(C)=O)C(OC(C)=O)C(OC(C)=O)C3OC(C)=O)C(O)C(O)C2O)[nH]c2ccccc12. The result is 0 (inactive). (3) The compound is O=C(Nc1ccc(F)cc1)C(=O)C(C1OC(=O)c2ccccc21)[N+](=O)[O-]. The result is 0 (inactive). (4) The compound is CCOC(=O)C(C)Sc1nnc(COc2ccc(Cl)cc2)n1-c1ccccc1. The result is 0 (inactive). (5) The compound is CC(C)(C)ON=Cc1cc(NC(=S)c2ccccc2)ccc1Cl. The result is 1 (active). (6) The molecule is CC1(C)C2CCC13CC(=O)OC3C2. The result is 0 (inactive). (7) The result is 0 (inactive). The compound is CCCCc1ccc(Nc2nc(Cl)c3ccn(C4CC(Oc5ccc(C)cc5)C(COc5ccc(C)cc5)O4)c3n2)cc1.